This data is from Reaction yield outcomes from USPTO patents with 853,638 reactions. The task is: Predict the reaction yield, written as a fraction of the theoretical maximum amount of product (1.0 means a 100% yield; for example, 0.34 means a 34% yield). (1) The reactants are [Br:1][C:2]1[CH:7]=[CH:6][C:5]([N:8]2[CH2:13][CH2:12][CH:11]([N:14]([CH3:16])[CH3:15])[CH2:10][CH2:9]2)=[CH:4][CH:3]=1.BrC1C=CC(N2CCC(=O)CC2)=CC=1.N1C[CH2:35][O:34][CH2:33]C1. No catalyst specified. The product is [Br:1][C:2]1[CH:7]=[CH:6][C:5]([N:8]2[CH2:9][CH2:10][CH:11]([N:14]3[CH2:16][CH2:35][O:34][CH2:33][CH2:15]3)[CH2:12][CH2:13]2)=[CH:4][CH:3]=1. The yield is 0.970. (2) The reactants are [C:1]([O:5][C:6]([N:8]1[C:12]2[CH:13]=[CH:14][C:15]([Cl:17])=[CH:16][C:11]=2[N:10]=[C:9]1[C:18]1[CH:23]=[C:22](Br)[CH:21]=[CH:20][C:19]=1[F:25])=[O:7])([CH3:4])([CH3:3])[CH3:2].C(P(C(C)(C)C)C1C=CC=CC=1C1C(CCC)=CC(CCC)=CC=1CCC)(C)(C)C.CC(C)([O-])C.[Na+].[CH2:62]([O:64][C:65]([CH:67]1[CH2:72][CH2:71][NH:70][CH2:69][CH2:68]1)=[O:66])[CH3:63]. The catalyst is C1C=CC(/C=C/C(/C=C/C2C=CC=CC=2)=O)=CC=1.C1C=CC(/C=C/C(/C=C/C2C=CC=CC=2)=O)=CC=1.C1C=CC(/C=C/C(/C=C/C2C=CC=CC=2)=O)=CC=1.[Pd].[Pd].C1(C)C=CC=CC=1. The product is [C:1]([O:5][C:6]([N:8]1[C:12]2[CH:13]=[CH:14][C:15]([Cl:17])=[CH:16][C:11]=2[N:10]=[C:9]1[C:18]1[CH:23]=[C:22]([N:70]2[CH2:71][CH2:72][CH:67]([C:65]([O:64][CH2:62][CH3:63])=[O:66])[CH2:68][CH2:69]2)[CH:21]=[CH:20][C:19]=1[F:25])=[O:7])([CH3:4])([CH3:3])[CH3:2]. The yield is 0.240. (3) The reactants are [CH3:1][C:2]1[N:7]=[CH:6][C:5]2[CH:8]=[N:9][NH:10][C:4]=2[CH:3]=1.[I:11]I.[OH-].[K+]. The catalyst is CN(C=O)C. The product is [I:11][C:8]1[C:5]2[CH:6]=[N:7][C:2]([CH3:1])=[CH:3][C:4]=2[NH:10][N:9]=1. The yield is 0.690. (4) The yield is 0.720. The reactants are Cl.[CH3:2][O:3][C:4]([CH:6]1[CH2:9][NH:8][CH2:7]1)=[O:5].Cl[C:11]1[N:16]=[CH:15][CH:14]=[CH:13][N:12]=1. The catalyst is CO. The product is [CH3:2][O:3][C:4]([CH:6]1[CH2:9][N:8]([C:11]2[N:16]=[CH:15][CH:14]=[CH:13][N:12]=2)[CH2:7]1)=[O:5]. (5) The yield is 0.990. The product is [Cl:1][C:2]1[CH:3]=[C:4]([CH:6]=[CH:7][C:8]=1[Cl:9])[NH:5][CH:10]=[O:11]. The catalyst is O. The reactants are [Cl:1][C:2]1[CH:3]=[C:4]([CH:6]=[CH:7][C:8]=1[Cl:9])[NH2:5].[CH:10](O)=[O:11]. (6) The reactants are [O:1]=[C:2]1[CH:6]=[CH:5][CH2:4][N:3]1[C:7]([O:9][C:10]([CH3:13])([CH3:12])[CH3:11])=[O:8].C1(C)C=CC(S([CH2:23][N+:24]#[C-:25])(=O)=O)=CC=1.CC(C)([O-])C.[K+].[Cl-].[NH4+]. The yield is 0.510. The catalyst is O1CCCC1. The product is [O:1]=[C:2]1[C:6]2=[CH:23][NH:24][CH:25]=[C:5]2[CH2:4][N:3]1[C:7]([O:9][C:10]([CH3:13])([CH3:12])[CH3:11])=[O:8]. (7) The reactants are [CH:1]([S:4][C:5]1[CH:13]=[CH:12][C:11]([S:14]([CH3:17])(=[O:16])=[O:15])=[CH:10][C:6]=1[C:7]([OH:9])=O)([CH3:3])[CH3:2].CN(C(ON1N=NC2C=CC=CC1=2)=[N+](C)C)C.[B-](F)(F)(F)F.C(N(C(C)C)C(C)C)C.[F:49][C:50]1[C:51]([N:60]2[CH2:65][CH2:64][NH:63][CH2:62][CH2:61]2)=[N:52][CH:53]=[C:54]([C:56]([F:59])([F:58])[F:57])[CH:55]=1. The catalyst is O1CCCC1.C(OCC)(=O)C.CCCCCCC. The product is [F:49][C:50]1[C:51]([N:60]2[CH2:65][CH2:64][N:63]([C:7]([C:6]3[CH:10]=[C:11]([S:14]([CH3:17])(=[O:16])=[O:15])[CH:12]=[CH:13][C:5]=3[S:4][CH:1]([CH3:2])[CH3:3])=[O:9])[CH2:62][CH2:61]2)=[N:52][CH:53]=[C:54]([C:56]([F:57])([F:58])[F:59])[CH:55]=1. The yield is 0.560. (8) The reactants are [C:1]1([C:7]2[CH:12]=[CH:11][CH:10]=[CH:9][CH:8]=2)[CH:6]=[CH:5][CH:4]=[CH:3][CH:2]=1.C[N:14]([C:16]([O:20]N1N=NC2C=CC=CC1=2)=[N+](C)C)C.F[P-](F)(F)(F)(F)F.CN(C)C[C@@H](N)CC1SC=CC=1. The catalyst is CN(C=O)C.CCOC(C)=O. The product is [C:1]1([C:7]2[CH:8]=[CH:9][CH:10]=[CH:11][CH:12]=2)[C:6]([C:16]([NH2:14])=[O:20])=[CH:5][CH:4]=[CH:3][CH:2]=1. The yield is 0.450. (9) The reactants are [O:1]([CH2:9][CH2:10]/[CH:11]=[CH:12]/B1OC(C)(C)C(C)(C)O1)[Si:2]([C:5]([CH3:8])([CH3:7])[CH3:6])([CH3:4])[CH3:3].O1C=CC=C1P(C1OC=CC=1)C1OC=CC=1.C(=O)([O-])[O-].[Cs+].[Cs+].Br[C:45]1[CH:46]=[CH:47][C:48](/[C:53](/[C:72]2[CH:77]=[CH:76][C:75]([C:78]([CH3:81])([CH3:80])[CH3:79])=[CH:74][CH:73]=2)=[CH:54]/[C@@H:55]2[N:59]([CH2:60][C:61]3[CH:66]=[CH:65][C:64]([O:67][CH3:68])=[CH:63][C:62]=3[O:69][CH3:70])[C:58](=[O:71])[CH2:57][CH2:56]2)=[N:49][C:50]=1[O:51][CH3:52]. The catalyst is O1CCOCC1.C(OCC)(=O)C.C1C=CC(/C=C/C(/C=C/C2C=CC=CC=2)=O)=CC=1.C1C=CC(/C=C/C(/C=C/C2C=CC=CC=2)=O)=CC=1.C1C=CC(/C=C/C(/C=C/C2C=CC=CC=2)=O)=CC=1.[Pd].[Pd].O. The product is [Si:2]([O:1][CH2:9][CH2:10]/[CH:11]=[CH:12]/[C:45]1[CH:46]=[CH:47][C:48](/[C:53](/[C:72]2[CH:73]=[CH:74][C:75]([C:78]([CH3:81])([CH3:80])[CH3:79])=[CH:76][CH:77]=2)=[CH:54]/[C@@H:55]2[N:59]([CH2:60][C:61]3[CH:66]=[CH:65][C:64]([O:67][CH3:68])=[CH:63][C:62]=3[O:69][CH3:70])[C:58](=[O:71])[CH2:57][CH2:56]2)=[N:49][C:50]=1[O:51][CH3:52])([C:5]([CH3:6])([CH3:7])[CH3:8])([CH3:3])[CH3:4]. The yield is 1.00.